From a dataset of Forward reaction prediction with 1.9M reactions from USPTO patents (1976-2016). Predict the product of the given reaction. The product is: [CH3:1][O:2][C:3]1[CH:4]=[C:5]([CH:31]=[CH:32][C:33]=1[O:34][CH3:35])[CH2:6][CH:7]1[C:16]2[C:11](=[C:12]([O:18][CH3:19])[CH:13]=[CH:14][C:15]=2[O:17][CH:37]([CH2:39][CH3:40])[CH3:38])[CH2:10][CH2:9][N:8]1[CH2:20][C:21]([NH:23][CH2:24][C:25]1[CH:30]=[CH:29][CH:28]=[CH:27][N:26]=1)=[O:22]. Given the reactants [CH3:1][O:2][C:3]1[CH:4]=[C:5]([CH:31]=[CH:32][C:33]=1[O:34][CH3:35])[CH2:6][CH:7]1[C:16]2[C:11](=[C:12]([O:18][CH3:19])[CH:13]=[CH:14][C:15]=2[OH:17])[CH2:10][CH2:9][N:8]1[CH2:20][C:21]([NH:23][CH2:24][C:25]1[CH:30]=[CH:29][CH:28]=[CH:27][N:26]=1)=[O:22].Br[CH:37]([CH2:39][CH3:40])[CH3:38], predict the reaction product.